From a dataset of NCI-60 drug combinations with 297,098 pairs across 59 cell lines. Regression. Given two drug SMILES strings and cell line genomic features, predict the synergy score measuring deviation from expected non-interaction effect. (1) Drug 1: C1=CC(=CC=C1CCCC(=O)O)N(CCCl)CCCl. Drug 2: C1C(C(OC1N2C=NC3=C2NC=NCC3O)CO)O. Cell line: OVCAR-4. Synergy scores: CSS=-4.42, Synergy_ZIP=-1.30, Synergy_Bliss=-8.22, Synergy_Loewe=-9.04, Synergy_HSA=-8.86. (2) Drug 1: C1=CC(=CC=C1CCC2=CNC3=C2C(=O)NC(=N3)N)C(=O)NC(CCC(=O)O)C(=O)O. Drug 2: C1CN(P(=O)(OC1)NCCCl)CCCl. Cell line: SK-OV-3. Synergy scores: CSS=39.6, Synergy_ZIP=2.04, Synergy_Bliss=-0.0802, Synergy_Loewe=-23.3, Synergy_HSA=-0.690. (3) Drug 1: CC12CCC(CC1=CCC3C2CCC4(C3CC=C4C5=CN=CC=C5)C)O. Drug 2: CN(CC1=CN=C2C(=N1)C(=NC(=N2)N)N)C3=CC=C(C=C3)C(=O)NC(CCC(=O)O)C(=O)O. Cell line: HOP-62. Synergy scores: CSS=37.4, Synergy_ZIP=-1.93, Synergy_Bliss=-1.62, Synergy_Loewe=-16.1, Synergy_HSA=-1.79. (4) Drug 1: CC1=C(C(CCC1)(C)C)C=CC(=CC=CC(=CC(=O)O)C)C. Drug 2: CC1=C2C(C(=O)C3(C(CC4C(C3C(C(C2(C)C)(CC1OC(=O)C(C(C5=CC=CC=C5)NC(=O)OC(C)(C)C)O)O)OC(=O)C6=CC=CC=C6)(CO4)OC(=O)C)O)C)O. Cell line: EKVX. Synergy scores: CSS=9.67, Synergy_ZIP=3.84, Synergy_Bliss=9.76, Synergy_Loewe=4.96, Synergy_HSA=5.41. (5) Drug 1: COC1=CC(=CC(=C1O)OC)C2C3C(COC3=O)C(C4=CC5=C(C=C24)OCO5)OC6C(C(C7C(O6)COC(O7)C8=CC=CS8)O)O. Drug 2: CCCCC(=O)OCC(=O)C1(CC(C2=C(C1)C(=C3C(=C2O)C(=O)C4=C(C3=O)C=CC=C4OC)O)OC5CC(C(C(O5)C)O)NC(=O)C(F)(F)F)O. Cell line: T-47D. Synergy scores: CSS=33.5, Synergy_ZIP=-10.4, Synergy_Bliss=-1.66, Synergy_Loewe=-0.176, Synergy_HSA=0.518.